The task is: Regression. Given two drug SMILES strings and cell line genomic features, predict the synergy score measuring deviation from expected non-interaction effect.. This data is from NCI-60 drug combinations with 297,098 pairs across 59 cell lines. (1) Drug 1: COC1=C2C(=CC3=C1OC=C3)C=CC(=O)O2. Drug 2: CC1CCCC2(C(O2)CC(NC(=O)CC(C(C(=O)C(C1O)C)(C)C)O)C(=CC3=CSC(=N3)C)C)C. Cell line: UACC62. Synergy scores: CSS=37.1, Synergy_ZIP=2.19, Synergy_Bliss=1.40, Synergy_Loewe=-27.7, Synergy_HSA=1.91. (2) Drug 1: C1=C(C(=O)NC(=O)N1)F. Drug 2: CC1=C(C=C(C=C1)C(=O)NC2=CC(=CC(=C2)C(F)(F)F)N3C=C(N=C3)C)NC4=NC=CC(=N4)C5=CN=CC=C5. Cell line: NCI-H322M. Synergy scores: CSS=35.7, Synergy_ZIP=9.90, Synergy_Bliss=8.65, Synergy_Loewe=4.00, Synergy_HSA=4.40.